Dataset: Reaction yield outcomes from USPTO patents with 853,638 reactions. Task: Predict the reaction yield, written as a fraction of the theoretical maximum amount of product (1.0 means a 100% yield; for example, 0.34 means a 34% yield). The reactants are Br[C:2]1[N:3]=[C:4]2[C:10]([C:11](=[O:16])[C:12]([CH3:15])([CH3:14])[CH3:13])=[CH:9][N:8]([CH2:17][O:18][CH2:19][CH2:20][Si:21]([CH3:24])([CH3:23])[CH3:22])[C:5]2=[N:6][CH:7]=1.[C:25](=[NH:38])([C:32]1[CH:37]=[CH:36][CH:35]=[CH:34][CH:33]=1)[C:26]1[CH:31]=[CH:30][CH:29]=[CH:28][CH:27]=1.C(=O)([O-])[O-].[Cs+].[Cs+].C1C=CC(P(C2C(C3C(P(C4C=CC=CC=4)C4C=CC=CC=4)=CC=C4C=3C=CC=C4)=C3C(C=CC=C3)=CC=2)C2C=CC=CC=2)=CC=1. The catalyst is O1CCCC1.C([O-])(=O)C.[Pd+2].C([O-])(=O)C. The product is [C:25](=[N:38][C:2]1[N:3]=[C:4]2[C:10]([C:11](=[O:16])[C:12]([CH3:15])([CH3:14])[CH3:13])=[CH:9][N:8]([CH2:17][O:18][CH2:19][CH2:20][Si:21]([CH3:24])([CH3:23])[CH3:22])[C:5]2=[N:6][CH:7]=1)([C:32]1[CH:33]=[CH:34][CH:35]=[CH:36][CH:37]=1)[C:26]1[CH:31]=[CH:30][CH:29]=[CH:28][CH:27]=1. The yield is 0.930.